The task is: Predict the reaction yield, written as a fraction of the theoretical maximum amount of product (1.0 means a 100% yield; for example, 0.34 means a 34% yield).. This data is from Reaction yield outcomes from USPTO patents with 853,638 reactions. (1) The yield is 0.400. The product is [CH3:28][O:29][C:30](=[O:38])[C:31]1[CH:36]=[CH:35][CH:34]=[N:33][C:32]=1[NH:37][C:2]([NH:13][C:14]1[CH:15]=[CH:16][CH:17]=[C:18]2[C:22]=1[CH:21]1[CH2:23][CH2:24][CH2:25][CH2:26][N:20]1[C:19]2=[O:27])=[O:5]. The reactants are Cl[C:2]([O:5]C(=O)OC(Cl)(Cl)Cl)(Cl)Cl.[NH2:13][C:14]1[CH:15]=[CH:16][CH:17]=[C:18]2[C:22]=1[CH:21]1[CH2:23][CH2:24][CH2:25][CH2:26][N:20]1[C:19]2=[O:27].[CH3:28][O:29][C:30](=[O:38])[C:31]1[CH:36]=[CH:35][CH:34]=[N:33][C:32]=1[NH2:37].[N-]=C=O. The catalyst is C(Cl)Cl.N1C=CC=CC=1.O.CCN(CC)CC. (2) The reactants are [Cl:1][C:2]1[CH:7]=[C:6]([C:8]2[CH2:12][C:11]([C:17]3[CH:22]=[C:21]([Cl:23])[C:20]([Cl:24])=[C:19]([Cl:25])[CH:18]=3)([C:13]([F:16])([F:15])[F:14])[O:10][N:9]=2)[CH:5]=[CH:4][C:3]=1[N:26]1[CH2:29][CH:28]([C:30](O)=[O:31])[CH2:27]1.CCN=C=N[CH2:38][CH2:39][CH2:40][N:41](C)C.Cl.Cl.CCN(C(C)C)C(C)C.C1(N)CC1. The catalyst is CN(C=O)C. The product is [CH:40]1([NH:41][C:30]([CH:28]2[CH2:27][N:26]([C:3]3[CH:4]=[CH:5][C:6]([C:8]4[CH2:12][C:11]([C:17]5[CH:22]=[C:21]([Cl:23])[C:20]([Cl:24])=[C:19]([Cl:25])[CH:18]=5)([C:13]([F:14])([F:16])[F:15])[O:10][N:9]=4)=[CH:7][C:2]=3[Cl:1])[CH2:29]2)=[O:31])[CH2:38][CH2:39]1. The yield is 0.200. (3) The product is [C:1]([O:5][C:6](=[O:23])[N:7]([C:8]1[CH:9]=[C:10]2[C:15](=[CH:16][CH:17]=1)[C:14]([Br:18])=[N:13][N:12]([CH:19]([CH3:20])[CH3:21])[C:11]2=[O:22])[CH2:27][CH2:28][N:33]([CH3:34])[CH3:32])([CH3:2])([CH3:4])[CH3:3]. The reactants are [C:1]([O:5][C:6](=[O:23])[NH:7][C:8]1[CH:9]=[C:10]2[C:15](=[CH:16][CH:17]=1)[C:14]([Br:18])=[N:13][N:12]([CH:19]([CH3:21])[CH3:20])[C:11]2=[O:22])([CH3:4])([CH3:3])[CH3:2].[H-].[Na+].Br[CH2:27][CH2:28]OC.O.[CH3:32][N:33](C=O)[CH3:34]. No catalyst specified. The yield is 0.230. (4) The reactants are Cl.Cl.[Cl:3][C:4]1[C:5]([F:30])=[C:6]([CH:27]=[CH:28][CH:29]=1)[NH:7][C:8]1[C:17]2[C:12](=[CH:13][C:14]([O:25][CH3:26])=[C:15]([O:18][CH:19]3[CH2:24][CH2:23][CH2:22][NH:21][CH2:20]3)[CH:16]=2)[N:11]=[CH:10][N:9]=1.C(N(CC)C(C)C)(C)C.[C:40]([O:43][CH2:44][C:45](Cl)=[O:46])(=[O:42])[CH3:41]. The catalyst is C(Cl)Cl. The product is [C:40]([O:43][CH2:44][C:45]([N:21]1[CH2:22][CH2:23][CH2:24][CH:19]([O:18][C:15]2[CH:16]=[C:17]3[C:12](=[CH:13][C:14]=2[O:25][CH3:26])[N:11]=[CH:10][N:9]=[C:8]3[NH:7][C:6]2[CH:27]=[CH:28][CH:29]=[C:4]([Cl:3])[C:5]=2[F:30])[CH2:20]1)=[O:46])(=[O:42])[CH3:41]. The yield is 0.870. (5) The yield is 0.740. The reactants are [F:1][C:2]([F:34])([F:33])[O:3][C:4]1[CH:9]=[CH:8][C:7]([N:10]2[CH:14]=[N:13][C:12]([C:15]3[CH:32]=[CH:31][C:18]([CH2:19][NH:20]C(=O)OCC4C=CC=CC=4)=[CH:17][CH:16]=3)=[N:11]2)=[CH:6][CH:5]=1.C(O)(=O)C.C(OCC)C. The catalyst is Br. The product is [F:34][C:2]([F:1])([F:33])[O:3][C:4]1[CH:5]=[CH:6][C:7]([N:10]2[CH:14]=[N:13][C:12]([C:15]3[CH:32]=[CH:31][C:18]([CH2:19][NH2:20])=[CH:17][CH:16]=3)=[N:11]2)=[CH:8][CH:9]=1. (6) The product is [S:1]([N:11]1[C:15]2=[N:16][CH:17]=[C:18]([CH:20]=[N:23][OH:24])[CH:19]=[C:14]2[CH:13]=[CH:12]1)([C:4]1[CH:10]=[CH:9][C:7]([CH3:8])=[CH:6][CH:5]=1)(=[O:3])=[O:2]. The reactants are [S:1]([N:11]1[C:15]2=[N:16][CH:17]=[C:18]([CH:20]=O)[CH:19]=[C:14]2[CH:13]=[CH:12]1)([C:4]1[CH:10]=[CH:9][C:7]([CH3:8])=[CH:6][CH:5]=1)(=[O:3])=[O:2].Cl.[NH2:23][OH:24].N1C=CC=CC=1. The catalyst is CCO. The yield is 0.980. (7) The reactants are C[O:2][C:3]([C:5]1[S:9][C:8]2[CH:10]=[C:11]([Cl:14])[CH:12]=[CH:13][C:7]=2[C:6]=1[O:15][CH2:16][CH2:17][CH2:18][C:19]#[N:20])=[O:4].[OH-].[Li+].O.[Cl-].[NH4+]. The catalyst is O1CCCC1.CO. The product is [Cl:14][C:11]1[CH:12]=[CH:13][C:7]2[C:6]([O:15][CH2:16][CH2:17][CH2:18][C:19]#[N:20])=[C:5]([C:3]([OH:4])=[O:2])[S:9][C:8]=2[CH:10]=1. The yield is 0.920. (8) The reactants are [Br:1][C:2]1[CH:8]=[CH:7][C:5]([NH2:6])=[C:4]([N+:9]([O-:11])=[O:10])[CH:3]=1.[BH-](OC(C)=O)(OC(C)=O)OC(C)=O.[Na+].[CH3:26][S:27][C:28]1[S:29][C:30]2[CH:36]=[C:35]([CH:37]=O)[CH:34]=[CH:33][C:31]=2[N:32]=1. The catalyst is C(O)(C(F)(F)F)=O.C(Cl)Cl. The product is [Br:1][C:2]1[CH:8]=[CH:7][C:5]([NH:6][CH2:37][C:35]2[CH:34]=[CH:33][C:31]3[N:32]=[C:28]([S:27][CH3:26])[S:29][C:30]=3[CH:36]=2)=[C:4]([N+:9]([O-:11])=[O:10])[CH:3]=1. The yield is 0.770. (9) The reactants are [NH2:1][C:2]1[CH:3]=[CH:4][C:5]([Br:13])=[C:6]2[C:10]=1[C:9](=[O:11])[N:8]([CH3:12])[CH2:7]2.[C:14]([O:18][C:19](O[C:19]([O:18][C:14]([CH3:17])([CH3:16])[CH3:15])=[O:20])=[O:20])([CH3:17])([CH3:16])[CH3:15]. The catalyst is CN(C)C1C=CN=CC=1.CC#N. The product is [Br:13][C:5]1[CH:4]=[CH:3][C:2]([N:1]([C:19]([O:18][C:14]([CH3:17])([CH3:16])[CH3:15])=[O:20])[C:19]([O:18][C:14]([CH3:17])([CH3:16])[CH3:15])=[O:20])=[C:10]2[C:6]=1[CH2:7][N:8]([CH3:12])[C:9]2=[O:11]. The yield is 0.660. (10) The product is [F:39][C:38]([F:40])([F:41])[C:36]1[CH:37]=[C:32]([NH:29][C:30]([N:19]2[CH2:20][CH2:21][N:16]([C:12]3[C:11]([O:10][CH2:9][C:6]4[CH:7]=[CH:8][N:3]=[CH:4][CH:5]=4)=[N:15][S:14][N:13]=3)[CH2:17][CH2:18]2)=[O:31])[CH:33]=[C:34]([C:42]([F:45])([F:43])[F:44])[CH:35]=1. The reactants are Cl.Cl.[N:3]1[CH:8]=[CH:7][C:6]([CH2:9][O:10][C:11]2[C:12]([N:16]3[CH2:21][CH2:20][NH:19][CH2:18][CH2:17]3)=[N:13][S:14][N:15]=2)=[CH:5][CH:4]=1.C(N(CC)CC)C.[N:29]([C:32]1[CH:37]=[C:36]([C:38]([F:41])([F:40])[F:39])[CH:35]=[C:34]([C:42]([F:45])([F:44])[F:43])[CH:33]=1)=[C:30]=[O:31]. The yield is 0.800. The catalyst is ClCCl.CCOC(C)=O.